From a dataset of Forward reaction prediction with 1.9M reactions from USPTO patents (1976-2016). Predict the product of the given reaction. (1) Given the reactants [CH3:1][O:2][N:3]([CH3:16])[C:4](=[O:15])[C:5]1[CH:10]=[CH:9][CH:8]=[C:7]([CH3:11])[C:6]=1[N+:12]([O-:14])=[O:13].C1C(=O)N([Br:24])C(=O)C1.C(OOC(=O)C1C=CC=CC=1)(=O)C1C=CC=CC=1, predict the reaction product. The product is: [Br:24][CH2:11][C:7]1[C:6]([N+:12]([O-:14])=[O:13])=[C:5]([CH:10]=[CH:9][CH:8]=1)[C:4]([N:3]([O:2][CH3:1])[CH3:16])=[O:15]. (2) Given the reactants [CH2:1]1[CH:9]2[N:4]([CH2:5][CH2:6][C:7]3[NH:12][C:11]4[N:13]=[CH:14][CH:15]=[CH:16][C:10]=4[C:8]=32)[CH2:3][CH2:2]1.[H-].[Na+].CC1C=CC(S(O[CH2:30][CH2:31][C:32]2[CH:33]=[N:34][C:35]([CH3:38])=[CH:36][CH:37]=2)(=O)=O)=CC=1, predict the reaction product. The product is: [CH3:38][C:35]1[N:34]=[CH:33][C:32]([CH2:31][CH2:30][N:12]2[C:7]3[CH2:6][CH2:5][N:4]4[CH:9]([C:8]=3[C:10]3[CH:16]=[CH:15][CH:14]=[N:13][C:11]2=3)[CH2:1][CH2:2][CH2:3]4)=[CH:37][CH:36]=1. (3) Given the reactants [CH3:1][C:2]1[NH:3][C:4]([CH3:13])=[C:5]([C:7]2[CH:8]=[N:9][CH:10]=[CH:11][CH:12]=2)[N:6]=1.[H-].[Na+].[C:16]([O:20][C:21]([N:23]1C(C2C=CC(C#N)=CC=2)O1)=[O:22])([CH3:19])([CH3:18])[CH3:17], predict the reaction product. The product is: [C:16]([O:20][C:21](=[O:22])[NH:23][N:3]1[C:4]([CH3:13])=[C:5]([C:7]2[CH:8]=[N:9][CH:10]=[CH:11][CH:12]=2)[N:6]=[C:2]1[CH3:1])([CH3:19])([CH3:18])[CH3:17]. (4) Given the reactants Cl[C:2]1[N:3]=[C:4]([N:22]2[CH2:27][CH2:26][O:25][CH2:24][CH2:23]2)[C:5]2[O:10][C:9]([CH2:11][N:12]3[CH2:17][CH2:16][N:15]([S:18]([CH3:21])(=[O:20])=[O:19])[CH2:14][CH2:13]3)=[CH:8][C:6]=2[N:7]=1.[N:28]1[CH:33]=[CH:32][CH:31]=[C:30](B(O)O)[CH:29]=1, predict the reaction product. The product is: [O:25]1[CH2:26][CH2:27][N:22]([C:4]2[C:5]3[O:10][C:9]([CH2:11][N:12]4[CH2:17][CH2:16][N:15]([S:18]([CH3:21])(=[O:20])=[O:19])[CH2:14][CH2:13]4)=[CH:8][C:6]=3[N:7]=[C:2]([C:30]3[CH:29]=[N:28][CH:33]=[CH:32][CH:31]=3)[N:3]=2)[CH2:23][CH2:24]1. (5) Given the reactants C1(P(C2CCCCC2)C2C=CC=CC=2C2C(C(C)C)=CC(C(C)C)=CC=2C(C)C)CCCCC1.Br[C:36]1[CH:37]=[C:38]2[C:43]([NH:44][CH:45]([CH:47]3[CH2:49][CH2:48]3)[CH3:46])=[C:42]([C:50]([NH2:52])=[O:51])[CH:41]=[N:40][N:39]2[CH:53]=1.CN1CC(=O)OB([C:64]2[CH:69]=[CH:68][CH:67]=[CH:66][N:65]=2)OC(=O)C1.C(=O)([O-])[O-].[K+].[K+], predict the reaction product. The product is: [CH:47]1([CH:45]([NH:44][C:43]2[C:38]3[N:39]([CH:53]=[C:36]([C:64]4[CH:69]=[CH:68][CH:67]=[CH:66][N:65]=4)[CH:37]=3)[N:40]=[CH:41][C:42]=2[C:50]([NH2:52])=[O:51])[CH3:46])[CH2:49][CH2:48]1. (6) Given the reactants Cl[C:2]1[C:11]2[C:6](=[CH:7][CH:8]=[C:9]([N+:12]([O-:14])=[O:13])[CH:10]=2)[N:5]=[C:4]([CH3:15])[CH:3]=1.[C:16]1([CH:22]2[CH2:26][CH2:25][NH:24][CH2:23]2)[CH:21]=[CH:20][CH:19]=[CH:18][CH:17]=1.C(N(C(C)C)CC)(C)C, predict the reaction product. The product is: [CH3:15][C:4]1[CH:3]=[C:2]([N:24]2[CH2:25][CH2:26][CH:22]([C:16]3[CH:21]=[CH:20][CH:19]=[CH:18][CH:17]=3)[CH2:23]2)[C:11]2[C:6](=[CH:7][CH:8]=[C:9]([N+:12]([O-:14])=[O:13])[CH:10]=2)[N:5]=1.